This data is from Reaction yield outcomes from USPTO patents with 853,638 reactions. The task is: Predict the reaction yield, written as a fraction of the theoretical maximum amount of product (1.0 means a 100% yield; for example, 0.34 means a 34% yield). (1) The reactants are [CH3:1][O:2][C:3]([C:5]1[CH:10]=[CH:9][C:8]([C:11]2[C:12]([CH3:55])([CH3:54])[C@H:13]3[C@:26]([CH3:29])([CH2:27][CH:28]=2)[C@@H:25]2[C@:16]([CH3:53])([C@@:17]4([CH3:52])[C@H:22]([CH2:23][CH2:24]2)[C@H:21]2[C@H:30]([C:33]([CH3:35])=[CH2:34])[CH2:31][CH2:32][C@:20]2([NH:36][CH2:37][CH2:38][N:39]2[CH2:44][CH2:43][N:42](C(OC(C)(C)C)=O)[CH2:41][CH2:40]2)[CH2:19][CH2:18]4)[CH2:15][CH2:14]3)=[CH:7][CH:6]=1)=[O:4].[ClH:56]. The catalyst is C1COCC1. The product is [ClH:56].[CH3:52][C@:17]12[C@@:16]3([CH3:53])[C@@H:25]([C@:26]4([CH3:29])[C@@H:13]([CH2:14][CH2:15]3)[C:12]([CH3:54])([CH3:55])[C:11]([C:8]3[CH:9]=[CH:10][C:5]([C:3]([O:2][CH3:1])=[O:4])=[CH:6][CH:7]=3)=[CH:28][CH2:27]4)[CH2:24][CH2:23][C@@H:22]1[C@H:21]1[C@H:30]([C:33]([CH3:35])=[CH2:34])[CH2:31][CH2:32][C@:20]1([NH:36][CH2:37][CH2:38][N:39]1[CH2:40][CH2:41][NH:42][CH2:43][CH2:44]1)[CH2:19][CH2:18]2. The yield is 0.870. (2) The reactants are [OH2:1].[OH:2][N:3]1[C:7]2[CH:8]=[CH:9][CH:10]=[CH:11][C:6]=2N=N1.ClCCl.C([N:17]([CH2:20][CH3:21])[CH2:18][CH3:19])C.[CH:22]([NH:25][CH2:26][CH2:27][NH:28][CH:29]([CH3:31])[CH3:30])([CH3:24])C.[O:32]1[CH2:36][CH2:35][CH2:34][CH2:33]1. No catalyst specified. The product is [CH:9]([N:28]([CH:29]([CH3:30])[CH3:31])[CH2:27][CH2:26][NH:25][C:22]([C:24]1[O:32][C:36]([C:35]2[CH:34]=[C:33]3[C:6](=[CH:11][CH:10]=2)[C:7](=[N:3][OH:2])[CH2:8][CH2:9]3)=[C:6]([C:11]2[CH:19]=[CH:18][N:17]=[CH:20][CH:21]=2)[CH:7]=1)=[O:1])([CH3:10])[CH3:8]. The yield is 0.600. (3) The reactants are [Cl:1]N1C(=O)CCC1=O.[CH2:9]([N:13]1[CH:18]=[CH:17][C:16]([OH:19])=[CH:15][C:14]1=[O:20])[CH2:10][CH2:11][CH3:12].C1(CN2C=CC(O)=CC2=O)CC1. The catalyst is CN(C=O)C. The product is [CH2:9]([N:13]1[CH:18]=[CH:17][C:16]([OH:19])=[C:15]([Cl:1])[C:14]1=[O:20])[CH2:10][CH2:11][CH3:12]. The yield is 0.830. (4) The reactants are [CH3:1][C:2]1[C:11]([C:12]2[S:13][C:14]([C:23]3[N:27]=[CH:26][N:25](C4CCCCO4)[N:24]=3)=[C:15]([C:17]3[CH:22]=[CH:21][CH:20]=[CH:19][CH:18]=3)[N:16]=2)=[C:5]2[CH:6]=[C:7]([OH:10])[CH:8]=[CH:9][N:4]2[N:3]=1.I[CH2:35][CH2:36][O:37]C(=O)C1C=CC=CC=1.C(=O)([O-])[O-].[K+].[K+].CN(C)C=O. The catalyst is O. The product is [CH3:1][C:2]1[C:11]([C:12]2[S:13][C:14]([C:23]3[NH:27][CH:26]=[N:25][N:24]=3)=[C:15]([C:17]3[CH:18]=[CH:19][CH:20]=[CH:21][CH:22]=3)[N:16]=2)=[C:5]2[CH:6]=[C:7]([O:10][CH2:35][CH2:36][OH:37])[CH:8]=[CH:9][N:4]2[N:3]=1. The yield is 0.810.